This data is from Reaction yield outcomes from USPTO patents with 853,638 reactions. The task is: Predict the reaction yield, written as a fraction of the theoretical maximum amount of product (1.0 means a 100% yield; for example, 0.34 means a 34% yield). (1) The reactants are [F:1][C:2]1[CH:3]=[C:4]2[C:8](=[CH:9][CH:10]=1)[NH:7][C:6](=[O:11])[CH2:5]2.[I:12][C:13]1[C:21]2[C:16](=[CH:17][C:18]([CH:22]=O)=[CH:19][CH:20]=2)[NH:15][N:14]=1. The catalyst is N1CCCCC1.CO. The product is [F:1][C:2]1[CH:3]=[C:4]2[C:8](=[CH:9][CH:10]=1)[NH:7][C:6](=[O:11])/[C:5]/2=[CH:22]\[C:18]1[CH:17]=[C:16]2[C:21]([C:13]([I:12])=[N:14][NH:15]2)=[CH:20][CH:19]=1. The yield is 0.960. (2) The reactants are [Br:1][C:2]1[NH:10][C:9]2[C:8](=[O:11])[NH:7][C:6](=[O:12])[N:5]([CH3:13])[C:4]=2[N:3]=1.C(=O)([O-])[O-].[K+].[K+].[CH2:20](Br)[C:21]1[CH:26]=[CH:25][CH:24]=[CH:23][CH:22]=1.O. The catalyst is CN(C)C=O. The product is [CH2:20]([N:10]1[C:9]2[C:8](=[O:11])[NH:7][C:6](=[O:12])[N:5]([CH3:13])[C:4]=2[N:3]=[C:2]1[Br:1])[C:21]1[CH:26]=[CH:25][CH:24]=[CH:23][CH:22]=1. The yield is 0.890. (3) The reactants are [CH2:1]([O:3][C:4](=[O:31])[C:5]([O:8][C:9]1[CH:14]=[CH:13][C:12]([O:15][CH2:16][CH2:17][C:18]2[N:19]=[C:20]([C:24]3[CH:29]=[CH:28][C:27](Br)=[CH:26][CH:25]=3)[O:21][C:22]=2[CH3:23])=[CH:11][CH:10]=1)([CH3:7])[CH3:6])[CH3:2].[Cu][C:33]#[N:34]. The catalyst is CN(C)C=O.[Cu]I. The product is [CH2:1]([O:3][C:4](=[O:31])[C:5]([O:8][C:9]1[CH:14]=[CH:13][C:12]([O:15][CH2:16][CH2:17][C:18]2[N:19]=[C:20]([C:24]3[CH:29]=[CH:28][C:27]([C:33]#[N:34])=[CH:26][CH:25]=3)[O:21][C:22]=2[CH3:23])=[CH:11][CH:10]=1)([CH3:7])[CH3:6])[CH3:2]. The yield is 0.870. (4) The reactants are [I:1][C:2]1[CH:11]=[N:10][C:5]2[NH:6][CH2:7][CH2:8][NH:9][C:4]=2[CH:3]=1.[C:12]1([CH2:18][C:19](Cl)=[O:20])[CH:17]=[CH:16][CH:15]=[CH:14][CH:13]=1. No catalyst specified. The product is [I:1][C:2]1[CH:11]=[N:10][C:5]2[NH:6][CH2:7][CH2:8][N:9]([C:19](=[O:20])[CH2:18][C:12]3[CH:17]=[CH:16][CH:15]=[CH:14][CH:13]=3)[C:4]=2[CH:3]=1. The yield is 0.310. (5) The reactants are [O:1]1[CH2:6][CH2:5][CH:4]([CH2:7][N:8]2[C:16]3[C:11](=[CH:12][C:13]([C:17]([OH:19])=O)=[CH:14][CH:15]=3)[C:10]([C:20]([CH:22]3[C:24]([CH3:26])([CH3:25])[C:23]3([CH3:28])[CH3:27])=[O:21])=[CH:9]2)[CH2:3][CH2:2]1.C(N1C=CN=C1)(N1C=CN=C1)=O.[CH2:41]([NH2:48])[CH2:42][CH2:43][CH2:44][CH2:45][CH2:46][CH3:47]. The catalyst is CCOC(C)=O.C1COCC1. The product is [CH2:41]([NH:48][C:17]([C:13]1[CH:12]=[C:11]2[C:16](=[CH:15][CH:14]=1)[N:8]([CH2:7][CH:4]1[CH2:3][CH2:2][O:1][CH2:6][CH2:5]1)[CH:9]=[C:10]2[C:20]([CH:22]1[C:23]([CH3:27])([CH3:28])[C:24]1([CH3:25])[CH3:26])=[O:21])=[O:19])[CH2:42][CH2:43][CH2:44][CH2:45][CH2:46][CH3:47]. The yield is 0.200. (6) The reactants are [C:1]([O:4][CH2:5][C@@H:6]1[C@@H:11]([O:12][C:13](=[O:15])[CH3:14])[C@H:10]([O:16][C@@H:17]2[C@@H:22]([O:23][C:24](=[O:26])[CH3:25])[C@@H:21]([O:27][C:28](=[O:30])[CH3:29])[C@H:20]([O:31][C:32](=[O:34])[CH3:33])[C@@H:19]([CH2:35][O:36][C:37](=[O:39])[CH3:38])[O:18]2)[C@H:9]([O:40][C:41](=[O:43])[CH3:42])[C@@H:8]([CH2:44][CH:45]=[CH2:46])[O:7]1)(=[O:3])[CH3:2].C([C:49]1[CH:58]=[CH:57][C:52]([C:53]([O:55][CH3:56])=[O:54])=[CH:51][CH:50]=1)=C. The catalyst is C(Cl)Cl.Cl[Ru](=CC1C=CC=CC=1)([P](C1CCCCC1)(C1CCCCC1)C1CCCCC1)([P](C1CCCCC1)(C1CCCCC1)C1CCCCC1)Cl. The product is [C:41]([O:40][C@H:9]1[C@@H:10]([O:16][C@@H:17]2[C@@H:22]([O:23][C:24](=[O:26])[CH3:25])[C@@H:21]([O:27][C:28](=[O:30])[CH3:29])[C@H:20]([O:31][C:32](=[O:34])[CH3:33])[C@@H:19]([CH2:35][O:36][C:37](=[O:39])[CH3:38])[O:18]2)[C@H:11]([O:12][C:13](=[O:15])[CH3:14])[C@@H:6]([CH2:5][O:4][C:1](=[O:3])[CH3:2])[O:7][C@@H:8]1[CH2:44]/[CH:45]=[CH:46]/[C:49]1[CH:58]=[CH:57][C:52]([C:53]([O:55][CH3:56])=[O:54])=[CH:51][CH:50]=1)(=[O:43])[CH3:42]. The yield is 0.831. (7) The reactants are [CH2:1]([O:3][C@@H:4]([CH2:10][C:11]1[CH:16]=[CH:15][C:14]([O:17][CH2:18][C:19]([N:21]([CH2:30][CH2:31][CH2:32][CH2:33][CH2:34][CH3:35])[CH2:22][CH2:23][C:24]2[CH:29]=[CH:28][CH:27]=[CH:26][CH:25]=2)=[O:20])=[CH:13][CH:12]=1)[C:5]([O:7]CC)=[O:6])[CH3:2].[Li+].[OH-].Cl. The catalyst is C1COCC1. The product is [CH2:1]([O:3][C@@H:4]([CH2:10][C:11]1[CH:16]=[CH:15][C:14]([O:17][CH2:18][C:19]([N:21]([CH2:30][CH2:31][CH2:32][CH2:33][CH2:34][CH3:35])[CH2:22][CH2:23][C:24]2[CH:25]=[CH:26][CH:27]=[CH:28][CH:29]=2)=[O:20])=[CH:13][CH:12]=1)[C:5]([OH:7])=[O:6])[CH3:2]. The yield is 0.960. (8) The reactants are [CH3:1][O:2][C:3]1[CH:4]=[C:5]2[C:10](=[CH:11][C:12]=1[O:13][CH3:14])[N:9]=[CH:8][N:7]=[C:6]2[O:15][C:16]1[CH:22]=[CH:21][C:19]([NH2:20])=[CH:18][CH:17]=1.C1(C)C=CC=CC=1.C(N(CC)CC)C.Cl[C:38](Cl)([O:40]C(=O)OC(Cl)(Cl)Cl)Cl.[Cl:49][C:50]1[CH:51]=[C:52]([CH:56]=[CH:57][CH:58]=1)[CH:53]([OH:55])[CH3:54]. The catalyst is C(Cl)Cl. The product is [CH3:1][O:2][C:3]1[CH:4]=[C:5]2[C:10](=[CH:11][C:12]=1[O:13][CH3:14])[N:9]=[CH:8][N:7]=[C:6]2[O:15][C:16]1[CH:22]=[CH:21][C:19]([NH:20][C:38](=[O:40])[O:55][CH:53]([C:52]2[CH:56]=[CH:57][CH:58]=[C:50]([Cl:49])[CH:51]=2)[CH3:54])=[CH:18][CH:17]=1. The yield is 0.570.